Task: Binary Classification. Given a drug SMILES string, predict its activity (active/inactive) in a high-throughput screening assay against a specified biological target.. Dataset: HIV replication inhibition screening data with 41,000+ compounds from the AIDS Antiviral Screen (1) The drug is CC1CCC2C(C(=O)OC3C4CCOC(OC5OC(CO)C(O)C(O)C5O)C4C4(CO)OC34)=COC(OC3OC(CO)C(O)C(O)C3O)C12. The result is 0 (inactive). (2) The molecule is CCOC(=O)C(=CC=CNCCc1c[nH]c2ccccc12)C(=O)OCC. The result is 0 (inactive). (3) The molecule is Cc1cc(NC(=O)Nc2ccc(N=Nc3cc(S(=O)(=O)O)c4cccc(S(=O)(=O)O)c4c3)c(C)c2)ccc1N=Nc1cc(S(=O)(=O)O)c2cccc(S(=O)(=O)O)c2c1. The result is 1 (active). (4) The result is 0 (inactive). The compound is COc1cccc2c1[OH+][Ni-4]13(O)([O+]=C(N)[N-][N+]1=C2)[n+]1ccccc1-c1cccc[n+]13.